Task: Predict the reaction yield, written as a fraction of the theoretical maximum amount of product (1.0 means a 100% yield; for example, 0.34 means a 34% yield).. Dataset: Reaction yield outcomes from USPTO patents with 853,638 reactions (1) The reactants are [Cl:1][C:2]1[CH:3]=[C:4]([C@@H:12]([CH2:26][CH:27]2[CH2:31][CH2:30][CH2:29][CH2:28]2)[C:13]([NH:15][C:16]2[CH:21]=[N:20][C:19]([CH:22]([C:24]#[N:25])[OH:23])=[CH:18][N:17]=2)=[O:14])[CH:5]=[CH:6][C:7]=1[S:8]([CH3:11])(=[O:10])=[O:9].C(=O)([O-])[O-:33].[K+].[K+].OO. The catalyst is CS(C)=O. The product is [C:24]([CH:22]([OH:23])[C:19]1[N:20]=[CH:21][C:16]([NH:15][C:13](=[O:14])[C@@H:12]([C:4]2[CH:5]=[CH:6][C:7]([S:8]([CH3:11])(=[O:9])=[O:10])=[C:2]([Cl:1])[CH:3]=2)[CH2:26][CH:27]2[CH2:31][CH2:30][CH2:29][CH2:28]2)=[N:17][CH:18]=1)(=[O:33])[NH2:25]. The yield is 0.280. (2) The reactants are [OH:1][C@H:2]([CH3:24])[C@H:3]([NH:8][C:9](=[O:23])[C:10]1[CH:15]=[CH:14][C:13]([C:16]#[C:17][C:18]#[C:19][C@@H:20]([OH:22])[CH3:21])=[CH:12][CH:11]=1)[C:4](OC)=[O:5].[NH2:25][OH:26]. The catalyst is CC(O)C. The product is [OH:1][C@H:2]([CH3:24])[C@H:3]([NH:8][C:9](=[O:23])[C:10]1[CH:15]=[CH:14][C:13]([C:16]#[C:17][C:18]#[C:19][C@@H:20]([OH:22])[CH3:21])=[CH:12][CH:11]=1)[C:4]([NH:25][OH:26])=[O:5]. The yield is 0.308. (3) The reactants are C(O)CCC.[NH2:6][C:7]1[CH:8]=[C:9]2[C:14](=[CH:15][CH:16]=1)[CH2:13][N:12](C(OC(C)(C)C)=O)[CH2:11][CH2:10]2.[Cl:24][C:25]1[O:26][C:27]2[CH:33]=[CH:32][CH:31]=[CH:30][C:28]=2[N:29]=1. The catalyst is C(OCC)(=O)C. The yield is 0.650. The product is [ClH:24].[O:26]1[C:27]2[CH:33]=[CH:32][CH:31]=[CH:30][C:28]=2[N:29]=[C:25]1[NH:6][C:7]1[CH:8]=[C:9]2[C:14](=[CH:15][CH:16]=1)[CH2:13][NH:12][CH2:11][CH2:10]2. (4) The product is [CH3:14][C:15]1[CH:20]=[CH:19][CH:18]=[C:17]([CH3:21])[C:16]=1[O:22][C:4]1[CH:5]=[C:6]([C:12]#[N:13])[C:7](=[CH:10][CH:11]=1)[C:8]#[N:9]. The catalyst is O. The yield is 0.870. The reactants are [N+]([C:4]1[CH:5]=[C:6]([C:12]#[N:13])[C:7](=[CH:10][CH:11]=1)[C:8]#[N:9])([O-])=O.[CH3:14][C:15]1[CH:20]=[CH:19][CH:18]=[C:17]([CH3:21])[C:16]=1[OH:22].C([O-])([O-])=O.[K+].[K+].CN(C=O)C. (5) The reactants are [CH3:1][O:2][C:3]1[C:4](=[O:24])[C:5]([CH3:23])=[C:6]([CH2:12][C:13]2[CH:18]=[CH:17][C:16]([CH2:19][C:20]([OH:22])=O)=[CH:15][CH:14]=2)[C:7](=[O:11])[C:8]=1[O:9][CH3:10].[NH:25]1[CH2:30][CH2:29][S:28][CH2:27][CH2:26]1. No catalyst specified. The product is [CH3:1][O:2][C:3]1[C:4](=[O:24])[C:5]([CH3:23])=[C:6]([CH2:12][C:13]2[CH:18]=[CH:17][C:16]([CH2:19][C:20]([N:25]3[CH2:30][CH2:29][S:28][CH2:27][CH2:26]3)=[O:22])=[CH:15][CH:14]=2)[C:7](=[O:11])[C:8]=1[O:9][CH3:10]. The yield is 0.190. (6) The reactants are [CH2:1]([O:4][N:5]([C@H:18]1[CH2:23][NH:22][C@H:21]([C:24]([NH2:26])=[O:25])[C:20]([CH2:27][CH3:28])=[CH:19]1)S(C1C=CC=CC=1[N+]([O-])=O)(=O)=O)[CH:2]=[CH2:3].C(ON[C@@H]1C(C)=C[C@@H](CO[Si](C(C)(C)C)(C)C)NC1)C=C. The catalyst is CO.ClCCl. The product is [CH2:1]([O:4][NH:5][CH:18]1[CH2:23][NH:22][C@@H:21]([C:24]([NH2:26])=[O:25])[C:20]([CH2:27][CH3:28])=[CH:19]1)[CH:2]=[CH2:3]. The yield is 0.743. (7) The reactants are [CH3:1][S:2]([O:5][C:6]1[CH:11]=[CH:10][C:9]([O:12]CC2C=CC=CC=2)=[CH:8][CH:7]=1)(=[O:4])=[O:3].B(F)(F)F.CCOCC.CSC. The catalyst is C(Cl)Cl. The product is [CH3:1][S:2]([O:5][C:6]1[CH:11]=[CH:10][C:9]([OH:12])=[CH:8][CH:7]=1)(=[O:4])=[O:3]. The yield is 0.825. (8) The reactants are [CH2:1]([N:8]1[CH:12]=[CH:11][N:10]=[C:9]1[C:13]1[S:17][C:16](Br)=[C:15]([C:19]#[N:20])[C:14]=1[C:21]1[CH:26]=[CH:25][C:24]([Cl:27])=[CH:23][C:22]=1[Cl:28])[C:2]1[CH:7]=[CH:6][CH:5]=[CH:4][CH:3]=1.C[Sn](C)(C)[C:31]1[CH:36]=[CH:35][N:34]=[C:33]([NH:37][C:38](=[O:40])[CH3:39])[CH:32]=1.[Cl-].[Li+]. The catalyst is O1CCOCC1.[Cu]I.C1C=CC([P]([Pd]([P](C2C=CC=CC=2)(C2C=CC=CC=2)C2C=CC=CC=2)([P](C2C=CC=CC=2)(C2C=CC=CC=2)C2C=CC=CC=2)[P](C2C=CC=CC=2)(C2C=CC=CC=2)C2C=CC=CC=2)(C2C=CC=CC=2)C2C=CC=CC=2)=CC=1. The product is [CH2:1]([N:8]1[CH:12]=[CH:11][N:10]=[C:9]1[C:13]1[S:17][C:16]([C:31]2[CH:36]=[CH:35][N:34]=[C:33]([NH:37][C:38](=[O:40])[CH3:39])[CH:32]=2)=[C:15]([C:19]#[N:20])[C:14]=1[C:21]1[CH:26]=[CH:25][C:24]([Cl:27])=[CH:23][C:22]=1[Cl:28])[C:2]1[CH:7]=[CH:6][CH:5]=[CH:4][CH:3]=1. The yield is 0.600. (9) The reactants are [Br:1][C:2]1[CH:25]=[CH:24][C:5]([CH2:6][CH2:7][C:8]2[S:9][C:10]3[N:11]=[C:12]([NH2:23])[N:13]=[C:14]([N:17]4[CH2:22][CH2:21][NH:20][CH2:19][CH2:18]4)[C:15]=3[N:16]=2)=[CH:4][CH:3]=1.[Cl:26][C:27]1[CH:37]=[CH:36][C:30]([O:31][CH2:32][C:33](O)=[O:34])=[CH:29][CH:28]=1. No catalyst specified. The product is [NH2:23][C:12]1[N:13]=[C:14]([N:17]2[CH2:18][CH2:19][N:20]([C:33](=[O:34])[CH2:32][O:31][C:30]3[CH:36]=[CH:37][C:27]([Cl:26])=[CH:28][CH:29]=3)[CH2:21][CH2:22]2)[C:15]2[N:16]=[C:8]([CH2:7][CH2:6][C:5]3[CH:24]=[CH:25][C:2]([Br:1])=[CH:3][CH:4]=3)[S:9][C:10]=2[N:11]=1. The yield is 0.290.